This data is from Full USPTO retrosynthesis dataset with 1.9M reactions from patents (1976-2016). The task is: Predict the reactants needed to synthesize the given product. (1) Given the product [F:34][C:31]1[CH:30]=[CH:29][C:28]([C:27]2[C:23]([C:9]3[CH:14]=[CH:13][N:12]=[C:11]([NH:15][C:16]([CH:18]4[CH2:19][CH2:20]4)=[O:17])[CH:10]=3)=[C:24]3[CH2:37][CH2:36][CH2:35][N:25]3[N:26]=2)=[CH:33][CH:32]=1, predict the reactants needed to synthesize it. The reactants are: CC1(C)C(C)(C)OB([C:9]2[CH:14]=[CH:13][N:12]=[C:11]([NH:15][C:16]([CH:18]3[CH2:20][CH2:19]3)=[O:17])[CH:10]=2)O1.Br[C:23]1[C:27]([C:28]2[CH:33]=[CH:32][C:31]([F:34])=[CH:30][CH:29]=2)=[N:26][N:25]2[CH2:35][CH2:36][CH2:37][C:24]=12.C(=O)([O-])[O-].[Na+].[Na+]. (2) The reactants are: [N+:1]([C:4]1[CH:12]=[C:11]([C:13]([F:16])([F:15])[F:14])[CH:10]=[CH:9][C:5]=1[C:6](O)=[O:7])([O-:3])=[O:2].[CH3:17][NH:18][O:19][CH3:20].CN1CCOCC1.C[N+]1(C2N=C(OC)N=C(OC)N=2)CCOCC1.[Cl-]. Given the product [CH3:20][O:19][N:18]([CH3:17])[C:6](=[O:7])[C:5]1[CH:9]=[CH:10][C:11]([C:13]([F:16])([F:15])[F:14])=[CH:12][C:4]=1[N+:1]([O-:3])=[O:2], predict the reactants needed to synthesize it. (3) The reactants are: [CH3:1][N:2]1[CH2:7][CH2:6][NH:5][CH2:4][CH2:3]1.ClCCCl.[Cl:12][C:13]1[C:14]2[N:15]([C:19]([CH:23]3[CH2:26][C:25](=O)[CH2:24]3)=[N:20][C:21]=2[I:22])[CH:16]=[CH:17][N:18]=1.C(O[BH-](OC(=O)C)OC(=O)C)(=O)C.[Na+]. Given the product [Cl:12][C:13]1[C:14]2[N:15]([C:19]([CH:23]3[CH2:26][CH:25]([N:5]4[CH2:6][CH2:7][N:2]([CH3:1])[CH2:3][CH2:4]4)[CH2:24]3)=[N:20][C:21]=2[I:22])[CH:16]=[CH:17][N:18]=1, predict the reactants needed to synthesize it.